This data is from Forward reaction prediction with 1.9M reactions from USPTO patents (1976-2016). The task is: Predict the product of the given reaction. (1) Given the reactants [CH:1]1[N:2]=[CH:3][N:4]2[C:9]=1[CH2:8][CH2:7][NH:6][C:5]2=[O:10].[I:11][CH:12]([CH3:14])[CH3:13], predict the reaction product. The product is: [I-:11].[CH:12]([N+:2]1[CH:1]=[C:9]2[N:4]([C:5](=[O:10])[NH:6][CH2:7][CH2:8]2)[CH:3]=1)([CH3:14])[CH3:13]. (2) Given the reactants [C:1]([N:3]=[C:4]([N:13]1[CH2:18][CH2:17][NH:16][CH:15]([C:19]2[CH:24]=[CH:23][CH:22]=[CH:21][CH:20]=2)[CH2:14]1)[NH:5][C:6]1[CH:11]=[CH:10][CH:9]=[CH:8][C:7]=1[CH3:12])#[N:2].[CH3:25][O:26][C:27]([C:29]1[CH:34]=[N:33][C:32](Cl)=[CH:31][N:30]=1)=[O:28], predict the reaction product. The product is: [C:27]([OH:28])(=[O:26])[CH3:29].[C:1]([N:3]=[C:4]([N:13]1[CH2:18][CH2:17][N:16]([C:32]2[N:33]=[CH:34][C:29]([C:27]([O:26][CH3:25])=[O:28])=[N:30][CH:31]=2)[CH:15]([C:19]2[CH:24]=[CH:23][CH:22]=[CH:21][CH:20]=2)[CH2:14]1)[NH:5][C:6]1[CH:11]=[CH:10][CH:9]=[CH:8][C:7]=1[CH3:12])#[N:2]. (3) Given the reactants [OH:1][CH:2]1[CH2:7][CH2:6][CH:5]([CH2:8][NH:9][C:10](=[O:16])[O:11][C:12]([CH3:15])([CH3:14])[CH3:13])[CH2:4][CH2:3]1.[CH3:17][S:18](Cl)(=[O:20])=[O:19], predict the reaction product. The product is: [CH3:17][S:18]([O:1][CH:2]1[CH2:7][CH2:6][CH:5]([CH2:8][NH:9][C:10]([O:11][C:12]([CH3:13])([CH3:15])[CH3:14])=[O:16])[CH2:4][CH2:3]1)(=[O:20])=[O:19]. (4) Given the reactants Br[C:2]1[C:10]2[N:9]3[CH2:11][CH2:12][NH:13][C:14](=[O:15])[C:8]3=[C:7]([CH3:16])[C:6]=2[CH:5]=[C:4]([F:17])[CH:3]=1.[F:18][C:19]([F:31])([F:30])[O:20][C:21]1[CH:26]=[CH:25][C:24](B(O)O)=[CH:23][CH:22]=1, predict the reaction product. The product is: [F:17][C:4]1[CH:3]=[C:2]([C:24]2[CH:23]=[CH:22][C:21]([O:20][C:19]([F:18])([F:30])[F:31])=[CH:26][CH:25]=2)[C:10]2[N:9]3[CH2:11][CH2:12][NH:13][C:14](=[O:15])[C:8]3=[C:7]([CH3:16])[C:6]=2[CH:5]=1. (5) Given the reactants [F:1][C:2]1[CH:3]=[C:4]([CH:13]([CH3:17])[C:14]([OH:16])=O)[CH:5]=[CH:6][C:7]=1[NH:8][S:9]([CH3:12])(=[O:11])=[O:10].[C:18]([C:22]1[CH:29]=[CH:28][C:25]([CH2:26][NH2:27])=[CH:24][CH:23]=1)([CH3:21])([CH3:20])[CH3:19].C(Cl)CCl, predict the reaction product. The product is: [C:18]([C:22]1[CH:23]=[CH:24][C:25]([CH2:26][NH:27][C:14](=[O:16])[CH:13]([C:4]2[CH:5]=[CH:6][C:7]([NH:8][S:9]([CH3:12])(=[O:10])=[O:11])=[C:2]([F:1])[CH:3]=2)[CH3:17])=[CH:28][CH:29]=1)([CH3:21])([CH3:19])[CH3:20].